From a dataset of Catalyst prediction with 721,799 reactions and 888 catalyst types from USPTO. Predict which catalyst facilitates the given reaction. (1) Reactant: [H-].[Al+3].[Li+].[H-].[H-].[H-].[F:7][C:8]1[N:13]=[CH:12][C:11]([C:14]([CH3:23])([CH3:22])[C:15](OC(C)(C)C)=[O:16])=[CH:10][CH:9]=1.CCOC(C)=O. Product: [F:7][C:8]1[N:13]=[CH:12][C:11]([C:14]([CH3:23])([CH3:22])[CH2:15][OH:16])=[CH:10][CH:9]=1. The catalyst class is: 1. (2) Reactant: C[NH+]([CH2:4][C:5]([CH2:10]N(C)C)=[CH:6][NH+](C)C)C.Cl.[NH2:15][C:16]([NH2:18])=[NH:17].[OH-:19].[Na+]. Product: [NH2:17][C:16]1[N:18]=[CH:6][C:5]([CH:10]=[O:19])=[CH:4][N:15]=1. The catalyst class is: 47.